Task: Regression. Given a peptide amino acid sequence and an MHC pseudo amino acid sequence, predict their binding affinity value. This is MHC class I binding data.. Dataset: Peptide-MHC class I binding affinity with 185,985 pairs from IEDB/IMGT (1) The peptide sequence is YPYSDDLTI. The MHC is HLA-B51:01 with pseudo-sequence HLA-B51:01. The binding affinity (normalized) is 0.479. (2) The peptide sequence is NTQGYFPDWQ. The MHC is HLA-B45:01 with pseudo-sequence HLA-B45:01. The binding affinity (normalized) is 0. (3) The peptide sequence is YTVKYPNW. The MHC is H-2-Db with pseudo-sequence H-2-Db. The binding affinity (normalized) is 0. (4) The MHC is HLA-A02:03 with pseudo-sequence HLA-A02:03. The peptide sequence is HSYLWDHQM. The binding affinity (normalized) is 0.0847. (5) The peptide sequence is ELIKELPGY. The MHC is HLA-A01:01 with pseudo-sequence HLA-A01:01. The binding affinity (normalized) is 0.0847.